The task is: Predict the reaction yield, written as a fraction of the theoretical maximum amount of product (1.0 means a 100% yield; for example, 0.34 means a 34% yield).. This data is from Reaction yield outcomes from USPTO patents with 853,638 reactions. (1) The reactants are [CH:1]([C:4]1[CH:12]=[C:7]2[CH:8]=[CH:9][CH:10]=[CH:11][N:6]2[N:5]=1)([CH3:3])[CH3:2].[C:13](OC(=O)C)(=[O:15])[CH3:14]. The catalyst is S(=O)(=O)(O)O. The product is [CH:1]([C:4]1[C:12]([C:13](=[O:15])[CH3:14])=[C:7]2[CH:8]=[CH:9][CH:10]=[CH:11][N:6]2[N:5]=1)([CH3:3])[CH3:2]. The yield is 0.870. (2) The reactants are C([O:3][C:4]([CH:6]1[CH2:8][CH:7]1[C:9]1[NH:13][C:12]2[CH:14]=[CH:15][C:16]([C:18]([N:20]3[CH2:26][C:25]4([CH3:28])[CH2:27][CH:21]3[CH2:22][C:23]([CH3:30])([CH3:29])[CH2:24]4)=[O:19])=[CH:17][C:11]=2[N:10]=1)=[O:5])C.[OH-].[Na+]. The catalyst is C(O)C. The product is [CH3:28][C:25]12[CH2:27][CH:21]([N:20]([C:18]([C:16]3[CH:15]=[CH:14][C:12]4[NH:13][C:9]([CH:7]5[CH2:8][CH:6]5[C:4]([OH:5])=[O:3])=[N:10][C:11]=4[CH:17]=3)=[O:19])[CH2:26]1)[CH2:22][C:23]([CH3:30])([CH3:29])[CH2:24]2. The yield is 0.880. (3) The reactants are [C:1]12[C:7](=[CH:8][CH:9]=[CH:10][CH:11]=1)[NH:6]C(=O)[O:4][C:2]2=O.Cl.[CH3:14][O:15][C:16](=[O:25])[C@H:17]([C:19]1[CH:24]=[CH:23][CH:22]=[CH:21][CH:20]=1)[NH2:18].C(N(CC)CC)C. The catalyst is CN(C=O)C.CCOC(C)=O. The product is [CH3:14][O:15][C:16](=[O:25])[C@@H:17]([NH:18][C:2](=[O:4])[C:1]1[CH:11]=[CH:10][CH:9]=[CH:8][C:7]=1[NH2:6])[C:19]1[CH:20]=[CH:21][CH:22]=[CH:23][CH:24]=1. The yield is 0.760. (4) The reactants are [NH2:1][C:2]1[CH:7]=[C:6]([F:8])[C:5](Br)=[CH:4][C:3]=1/[CH:10]=[CH:11]/[C:12]([O:14][CH2:15][CH3:16])=[O:13].O1CCOCC1.CCN(C(C)C)C(C)C.[CH2:32]([SH:39])[C:33]1[CH:38]=[CH:37][CH:36]=[CH:35][CH:34]=1. The catalyst is O.C1C=CC(/C=C/C(/C=C/C2C=CC=CC=2)=O)=CC=1.C1C=CC(/C=C/C(/C=C/C2C=CC=CC=2)=O)=CC=1.C1C=CC(/C=C/C(/C=C/C2C=CC=CC=2)=O)=CC=1.[Pd].[Pd].CC1(C)C2C(=C(P(C3C=CC=CC=3)C3C=CC=CC=3)C=CC=2)OC2C(P(C3C=CC=CC=3)C3C=CC=CC=3)=CC=CC1=2. The product is [NH2:1][C:2]1[CH:7]=[C:6]([F:8])[C:5]([S:39][CH2:32][C:33]2[CH:38]=[CH:37][CH:36]=[CH:35][CH:34]=2)=[CH:4][C:3]=1/[CH:10]=[CH:11]/[C:12]([O:14][CH2:15][CH3:16])=[O:13]. The yield is 0.598. (5) The product is [Cl:24][C:23]1[CH:22]=[CH:21][CH:20]=[C:19]([Cl:25])[C:18]=1[C:16]1[S:17][C:10]2[C:9]([NH:8][C:4]3[N:5]=[CH:6][N:7]=[C:2]([CH:31]4[CH2:32][CH:60]([OH:61])[CH2:30]4)[CH:3]=3)=[N:14][CH:13]=[N:12][C:11]=2[N:15]=1. The reactants are Cl[C:2]1[N:7]=[CH:6][N:5]=[C:4]([NH:8][C:9]2[C:10]3[S:17][C:16]([C:18]4[C:23]([Cl:24])=[CH:22][CH:21]=[CH:20][C:19]=4[Cl:25])=[N:15][C:11]=3[N:12]=[CH:13][N:14]=2)[CH:3]=1.NN1[CH:32]=[CH:31][C:30](Cl)=NC1.[H-].[Na+].ClC1C=CC=C(Cl)C=1C1SC2C(S(C)(=O)=O)=NC=NC=2N=1.CN([CH:60]=[O:61])C. No catalyst specified. The yield is 0.710. (6) The reactants are [C:1]([C:3]1[CH:8]=[CH:7][C:6]([O:9][CH3:10])=[CH:5][CH:4]=1)#[CH:2].O. The catalyst is C(OCC)(=O)C. The yield is 0.690. The product is [CH2:1]([C:3]1[CH:8]=[CH:7][C:6]([O:9][CH3:10])=[CH:5][CH:4]=1)[CH3:2]. (7) The reactants are C[O:2][C:3]([C:5]1[N:6]=[N:7][N:8]([CH2:10][CH2:11][NH:12][C:13](=[O:26])[C:14]2[CH:19]=[CH:18][C:17]([O:20][CH3:21])=[C:16]([O:22][CH3:23])[C:15]=2[O:24][CH3:25])[CH:9]=1)=[O:4].[OH-].[Na+]. The catalyst is CO. The product is [CH3:25][O:24][C:15]1[C:16]([O:22][CH3:23])=[C:17]([O:20][CH3:21])[CH:18]=[CH:19][C:14]=1[C:13]([NH:12][CH2:11][CH2:10][N:8]1[CH:9]=[C:5]([C:3]([OH:4])=[O:2])[N:6]=[N:7]1)=[O:26]. The yield is 0.840. (8) The reactants are [I:1][C:2]1[CH:7]=[CH:6][C:5]([C:8](OC)=[C:9]([C:12]#[N:13])[C:10]#[N:11])=[CH:4][CH:3]=1.C(N(CC)CC)C.Cl.[CH2:24]([O:31][C:32]([N:34]1[CH2:39][CH2:38][CH2:37][CH:36]([NH:40][NH2:41])[CH2:35]1)=[O:33])[C:25]1[CH:30]=[CH:29][CH:28]=[CH:27][CH:26]=1. The catalyst is C(O)C. The product is [NH2:13][C:12]1[N:40]([CH:36]2[CH2:37][CH2:38][CH2:39][N:34]([C:32]([O:31][CH2:24][C:25]3[CH:30]=[CH:29][CH:28]=[CH:27][CH:26]=3)=[O:33])[CH2:35]2)[N:41]=[C:8]([C:5]2[CH:6]=[CH:7][C:2]([I:1])=[CH:3][CH:4]=2)[C:9]=1[C:10]#[N:11]. The yield is 0.580. (9) The reactants are [Br:1][C:2]1[CH:15]=[CH:14][CH:13]=[C:12]([N+:16]([O-])=O)[C:3]=1[O:4][C:5]1([C:8](OC)=[O:9])[CH2:7][CH2:6]1. The catalyst is C(O)(=O)C.[Fe]. The product is [Br:1][C:2]1[C:3]2[O:4][C:5]3([CH2:7][CH2:6]3)[C:8](=[O:9])[NH:16][C:12]=2[CH:13]=[CH:14][CH:15]=1. The yield is 1.00. (10) The reactants are [C:1]([O:5][C:6](=[O:15])[NH:7][C:8]1[CH:13]=[CH:12][N:11]=[CH:10][C:9]=1[NH2:14])([CH3:4])([CH3:3])[CH3:2].[CH:16](=O)[CH3:17].[BH4-].[Na+].C(O)(=O)CC(CC(O)=O)(C(O)=O)O. The catalyst is C(O)C.ClCCl.O. The product is [C:1]([O:5][C:6](=[O:15])[NH:7][C:8]1[CH:13]=[CH:12][N:11]=[CH:10][C:9]=1[NH:14][CH2:16][CH3:17])([CH3:4])([CH3:2])[CH3:3]. The yield is 0.940.